From a dataset of Forward reaction prediction with 1.9M reactions from USPTO patents (1976-2016). Predict the product of the given reaction. (1) Given the reactants [NH2:1][C@H:2]([C:13]([OH:15])=[O:14])[CH2:3][C:4]1[C:12]2[C:7](=[CH:8][CH:9]=[CH:10][CH:11]=2)[NH:6][CH:5]=1.[C:16]1([C:22]([CH3:27])([OH:26])[C:23]([OH:25])=[O:24])[CH:21]=[CH:20][CH:19]=[CH:18][CH:17]=1.N[C@@H](C(O)=O)CC1C2C(=CC=CC=2)NC=1.N[C@H](C(O)=O)CC1C=CC=CC=1, predict the reaction product. The product is: [C:16]1([C:22]([CH3:27])([OH:26])[C:23]([OH:25])=[O:24])[CH:21]=[CH:20][CH:19]=[CH:18][CH:17]=1.[NH2:1][C@H:2]([C:13]([OH:15])=[O:14])[CH2:3][C:4]1[C:12]2[C:7](=[CH:8][CH:9]=[CH:10][CH:11]=2)[NH:6][CH:5]=1. (2) The product is: [CH2:1]([S:3]([C:6]1[O:10][C:9]2[CH:11]=[CH:12][CH:13]=[C:14]([O:15][CH2:20][C@H:21]3[O:23][CH2:22]3)[C:8]=2[CH:7]=1)(=[O:4])=[O:5])[CH3:2]. Given the reactants [CH2:1]([S:3]([C:6]1[O:10][C:9]2[CH:11]=[CH:12][CH:13]=[C:14]([OH:15])[C:8]=2[CH:7]=1)(=[O:5])=[O:4])[CH3:2].S(C1C=CC([N+]([O-])=O)=CC=1)(O[CH2:20][C@H:21]1[O:23][CH2:22]1)(=O)=O.C(=O)([O-])[O-].[K+].[K+], predict the reaction product. (3) Given the reactants [Cl:1][C:2]1[CH:10]=[CH:9][CH:8]=[C:7]2[C:3]=1[C:4]([C:18](=[O:23])C(F)(F)F)=[CH:5][N:6]2[CH2:11][CH:12]1[CH2:17][CH2:16][CH2:15][CH2:14][O:13]1.[OH-:24].[Na+], predict the reaction product. The product is: [Cl:1][C:2]1[CH:10]=[CH:9][CH:8]=[C:7]2[C:3]=1[C:4]([C:18]([OH:23])=[O:24])=[CH:5][N:6]2[CH2:11][CH:12]1[CH2:17][CH2:16][CH2:15][CH2:14][O:13]1. (4) Given the reactants [Li]CCCC.[S:6]1[CH:10]=[CH:9][N:8]=[CH:7]1.[C:11]1(=[O:15])[CH2:14][CH2:13][CH2:12]1.[NH4+].[Cl-], predict the reaction product. The product is: [OH:15][C:11]1([C:7]2[S:6][CH:10]=[CH:9][N:8]=2)[CH2:14][CH2:13][CH2:12]1. (5) Given the reactants [NH2:1][C@@H:2]1[CH2:6][C@H:5]([CH2:7][OH:8])[C@@H:4]([O:9][Si:10]([CH:17]([CH3:19])[CH3:18])([CH:14]([CH3:16])[CH3:15])[CH:11]([CH3:13])[CH3:12])[CH2:3]1.C(N(CC)C(C)C)(C)C.[Cl:29][C:30]1[CH:31]=[C:32]([CH:49]=[CH:50][CH:51]=1)[CH2:33][C:34]1[S:38][C:37]([C:39]([C:41]2[C:42](Cl)=[N:43][CH:44]=[N:45][CH:46]=2)=[O:40])=[C:36]([CH3:48])[CH:35]=1, predict the reaction product. The product is: [Cl:29][C:30]1[CH:31]=[C:32]([CH:49]=[CH:50][CH:51]=1)[CH2:33][C:34]1[S:38][C:37]([C:39]([C:41]2[C:46]([NH:1][C@H:2]3[CH2:3][C@H:4]([O:9][Si:10]([CH:14]([CH3:16])[CH3:15])([CH:11]([CH3:13])[CH3:12])[CH:17]([CH3:19])[CH3:18])[C@@H:5]([CH2:7][OH:8])[CH2:6]3)=[N:45][CH:44]=[N:43][CH:42]=2)=[O:40])=[C:36]([CH3:48])[CH:35]=1. (6) Given the reactants [CH3:1][N:2]([CH3:42])[CH2:3][C:4]([CH3:41])([C:7]1[CH:12]=[CH:11][CH:10]=[C:9]([C:13]2[CH:18]=[CH:17][N:16]=[C:15]3[N:19](C(C4C=CC=CC=4)(C4C=CC=CC=4)C4C=CC=CC=4)[N:20]=[CH:21][C:14]=23)[CH:8]=1)[CH2:5][CH3:6].C([SiH](CC)CC)C.C(O)(C(F)(F)F)=O, predict the reaction product. The product is: [NH:19]1[C:15]2=[N:16][CH:17]=[CH:18][C:13]([C:9]3[CH:8]=[C:7]([C:4]([CH3:41])([CH2:5][CH3:6])[CH2:3][N:2]([CH3:1])[CH3:42])[CH:12]=[CH:11][CH:10]=3)=[C:14]2[CH:21]=[N:20]1. (7) Given the reactants [N+](C1C=C(S(CC[O:15][C:16](=[O:51])[C:17]2[CH:22]=[CH:21][CH:20]=[C:19]([S:23]([N:26]3[C:30]4[CH:31]=[CH:32][CH:33]=[CH:34][C:29]=4[N:28]=[C:27]3[S:35]([CH2:37][C:38]3[C:43]([CH3:44])=[C:42]([O:45][CH2:46][C:47]([F:50])([F:49])[F:48])[CH:41]=[CH:40][N:39]=3)=[O:36])(=[O:25])=[O:24])[CH:18]=2)(=O)=O)C=CC=1)([O-])=O.C([O-])(O)=O.[Na+:56], predict the reaction product. The product is: [Na+:56].[CH3:44][C:43]1[C:38]([CH2:37][S:35]([C:27]2[N:26]([S:23]([C:19]3[CH:18]=[C:17]([CH:22]=[CH:21][CH:20]=3)[C:16]([O-:51])=[O:15])(=[O:25])=[O:24])[C:30]3[CH:31]=[CH:32][CH:33]=[CH:34][C:29]=3[N:28]=2)=[O:36])=[N:39][CH:40]=[CH:41][C:42]=1[O:45][CH2:46][C:47]([F:50])([F:48])[F:49]. (8) Given the reactants C[Si](Cl)(C)C.Br[CH2:7][C:8]([O:10][CH2:11][CH3:12])=[O:9].[CH3:13][O:14][C:15]1[CH:22]=[C:21]([O:23][CH:24]2[CH2:29][CH2:28][CH2:27][CH2:26][O:25]2)[CH:20]=[C:19]([B:30]2[O:34][C:33](C)(C)C(C)(C)[O:31]2)[C:16]=1C=O, predict the reaction product. The product is: [CH2:11]([O:10][C:8](=[O:9])[CH2:7][CH:33]1[O:34][B:30]([OH:31])[C:19]2[CH:20]=[C:21]([O:23][CH:24]3[CH2:29][CH2:28][CH2:27][CH2:26][O:25]3)[CH:22]=[C:15]([O:14][CH3:13])[C:16]1=2)[CH3:12]. (9) Given the reactants CC1(C)C(C)(C)OB([C:9]2[CH2:10][CH2:11][N:12]([C:15]([O:17][C:18]([CH3:21])([CH3:20])[CH3:19])=[O:16])[CH2:13][CH:14]=2)O1.Br[C:24]1[CH:29]=[CH:28][C:27]([OH:30])=[C:26]([CH:31]([CH3:33])[CH3:32])[CH:25]=1.C(=O)([O-])[O-].[K+].[K+], predict the reaction product. The product is: [OH:30][C:27]1[CH:28]=[CH:29][C:24]([C:9]2[CH2:10][CH2:11][N:12]([C:15]([O:17][C:18]([CH3:19])([CH3:20])[CH3:21])=[O:16])[CH2:13][CH:14]=2)=[CH:25][C:26]=1[CH:31]([CH3:33])[CH3:32]. (10) Given the reactants [F:1][C:2]1[C:7]([S:8](Cl)(=[O:10])=[O:9])=[C:6]([F:12])[C:5]([F:13])=[C:4]([F:14])[C:3]=1[F:15].[OH-:16].[CH3:17][N+:18]([CH3:21])([CH3:20])[CH3:19], predict the reaction product. The product is: [F:1][C:2]1[C:7]([S:8]([O-:16])(=[O:10])=[O:9])=[C:6]([F:12])[C:5]([F:13])=[C:4]([F:14])[C:3]=1[F:15].[CH3:17][N+:18]([CH3:21])([CH3:20])[CH3:19].